Dataset: Catalyst prediction with 721,799 reactions and 888 catalyst types from USPTO. Task: Predict which catalyst facilitates the given reaction. (1) The catalyst class is: 45. Reactant: [C:1]12[C:14](=[O:15])[O:13][C:11](=[O:12])[C:9]3=[C:10]1[C:5](=[CH:6][CH:7]=[CH:8]3)[CH:4]=[CH:3][CH:2]=2.[H][H].C(OCC)(=[O:20])C. Product: [CH:1]1([C:14]([OH:13])=[O:15])[C:10]2[C:5](=[CH:6][CH:7]=[CH:8][C:9]=2[C:11]([OH:20])=[O:12])[CH2:4][CH2:3][CH2:2]1. (2) Reactant: [CH3:1][S:2]([N:5]1[CH2:10][CH2:9][N:8]2[C:11]([C:18](=[O:47])[NH:19][C@H:20]([C@@H:28]3[O:32][C:31](=[O:33])[N:30]([C:34]4([C:37]5[CH:42]=[CH:41][CH:40]=[C:39]([C:43]([F:46])([F:45])[F:44])[CH:38]=5)[CH2:36][CH2:35]4)[CH2:29]3)[CH2:21][C:22]3[CH:27]=[CH:26][CH:25]=[CH:24][CH:23]=3)=[CH:12][C:13]([C:14]([O:16]C)=[O:15])=[C:7]2[CH2:6]1)(=[O:4])=[O:3].[OH-].[Na+]. Product: [CH3:1][S:2]([N:5]1[CH2:10][CH2:9][N:8]2[C:11]([C:18](=[O:47])[NH:19][C@H:20]([C@@H:28]3[O:32][C:31](=[O:33])[N:30]([C:34]([CH3:35])([C:37]4[CH:42]=[CH:41][CH:40]=[C:39]([C:43]([F:45])([F:44])[F:46])[CH:38]=4)[CH3:36])[CH2:29]3)[CH2:21][C:22]3[CH:23]=[CH:24][CH:25]=[CH:26][CH:27]=3)=[CH:12][C:13]([C:14]([OH:16])=[O:15])=[C:7]2[CH2:6]1)(=[O:4])=[O:3]. The catalyst class is: 5.